The task is: Predict which catalyst facilitates the given reaction.. This data is from Catalyst prediction with 721,799 reactions and 888 catalyst types from USPTO. (1) Reactant: [C:1](OC(=O)C)(=[O:3])[CH3:2].[OH:8][C:9]1[CH:17]=[CH:16][C:15]([O:18][CH2:19][CH2:20][CH3:21])=[CH:14][C:10]=1[C:11]([OH:13])=[O:12]. Product: [C:1]([O:8][C:9]1[CH:17]=[CH:16][C:15]([O:18][CH2:19][CH2:20][CH3:21])=[CH:14][C:10]=1[C:11]([OH:13])=[O:12])(=[O:3])[CH3:2]. The catalyst class is: 202. (2) Reactant: [CH2:1]([O:3][C:4](=[O:12])[C:5]1[CH:10]=[CH:9][C:8](Cl)=[N:7][CH:6]=1)[CH3:2].[CH:13]1([NH2:16])[CH2:15][CH2:14]1. Product: [CH:13]1([NH:16][C:8]2[CH:9]=[CH:10][C:5]([C:4]([O:3][CH2:1][CH3:2])=[O:12])=[CH:6][N:7]=2)[CH2:15][CH2:14]1. The catalyst class is: 25.